Dataset: Forward reaction prediction with 1.9M reactions from USPTO patents (1976-2016). Task: Predict the product of the given reaction. (1) The product is: [Br:8][C:9]1[CH:14]=[C:13]([Br:15])[N:12]=[C:11]([Cl:16])[C:10]=1[O:17][CH:19]([F:29])[F:28]. Given the reactants C(=O)([O-])[O-].[K+].[K+].O.[Br:8][C:9]1[CH:14]=[C:13]([Br:15])[N:12]=[C:11]([Cl:16])[C:10]=1[OH:17].Cl[C:19]([F:29])([F:28])C(C1C=CC=CC=1)=O, predict the reaction product. (2) Given the reactants Br[C:2]1[CH:3]=[CH:4][C:5]2[O:9][C:8]([CH:10]=[O:11])=[CH:7][C:6]=2[CH:12]=1.[CH2:13]([B-](F)(F)F)[CH2:14][CH2:15][CH3:16].[K+], predict the reaction product. The product is: [CH2:13]([C:2]1[CH:3]=[CH:4][C:5]2[O:9][C:8]([CH:10]=[O:11])=[CH:7][C:6]=2[CH:12]=1)[CH2:14][CH2:15][CH3:16]. (3) Given the reactants [C:1]([C:3]1[CH:4]=[CH:5][C:6]2[O:11][CH:10]([C:12]([OH:14])=O)[CH2:9][NH:8][C:7]=2[CH:15]=1)#[N:2].[NH2:16][C:17]1[CH:22]=[C:21]([O:23][C:24]([O:26][CH3:27])=[O:25])[C:20]([CH:28]2[CH2:32][CH2:31][CH2:30][CH2:29]2)=[CH:19][C:18]=1[CH:33]1[CH2:38][CH2:37][N:36]([C:39]([O:41][C:42]([CH3:45])([CH3:44])[CH3:43])=[O:40])[CH2:35][CH2:34]1.C(P1(=O)OP(CCC)(=O)OP(CCC)(=O)O1)CC.N1C=CC=CC=1, predict the reaction product. The product is: [C:42]([O:41][C:39]([N:36]1[CH2:37][CH2:38][CH:33]([C:18]2[CH:19]=[C:20]([CH:28]3[CH2:29][CH2:30][CH2:31][CH2:32]3)[C:21]([O:23][C:24]([O:26][CH3:27])=[O:25])=[CH:22][C:17]=2[NH:16][C:12]([CH:10]2[CH2:9][NH:8][C:7]3[CH:15]=[C:3]([C:1]#[N:2])[CH:4]=[CH:5][C:6]=3[O:11]2)=[O:14])[CH2:34][CH2:35]1)=[O:40])([CH3:45])([CH3:44])[CH3:43]. (4) Given the reactants [Cl:1][C:2]1[CH:7]=[CH:6][CH:5]=[CH:4][C:3]=1I.[C:9]([C:11]1[CH:16]=[CH:15][CH:14]=[CH:13][N:12]=1)#[CH:10], predict the reaction product. The product is: [Cl:1][C:2]1[CH:7]=[CH:6][CH:5]=[CH:4][C:3]=1[C:10]#[C:9][C:11]1[CH:16]=[CH:15][CH:14]=[CH:13][N:12]=1.